From a dataset of Full USPTO retrosynthesis dataset with 1.9M reactions from patents (1976-2016). Predict the reactants needed to synthesize the given product. Given the product [Cl:21][C:22]1[C:27]([C:28]([O:8][C:6]2[CH:5]=[C:4]([NH:9][S:10]([CH3:13])(=[O:12])=[O:11])[CH:3]=[C:2]([OH:1])[CH:7]=2)=[O:29])=[C:26]([Cl:31])[N:25]=[CH:24][N:23]=1, predict the reactants needed to synthesize it. The reactants are: [OH:1][C:2]1[CH:3]=[C:4]([NH:9][S:10]([CH3:13])(=[O:12])=[O:11])[CH:5]=[C:6]([OH:8])[CH:7]=1.C(N(CC)CC)C.[Cl:21][C:22]1[C:27]([C:28](Cl)=[O:29])=[C:26]([Cl:31])[N:25]=[CH:24][N:23]=1.